Dataset: Forward reaction prediction with 1.9M reactions from USPTO patents (1976-2016). Task: Predict the product of the given reaction. (1) Given the reactants [OH:1][C:2]1[CH:11]=[CH:10][C:5]([C:6]([O:8][CH3:9])=[O:7])=[CH:4][C:3]=1I.CN(C)C(=N)N(C)C.[C:21]1([C:27]#[CH:28])[CH:26]=[CH:25][CH:24]=[CH:23][CH:22]=1.Cl, predict the reaction product. The product is: [CH3:9][O:8][C:6]([C:5]1[CH:10]=[CH:11][C:2]2[O:1][C:27]([C:21]3[CH:26]=[CH:25][CH:24]=[CH:23][CH:22]=3)=[CH:28][C:3]=2[CH:4]=1)=[O:7]. (2) The product is: [CH2:1]([O:3][C:4](=[O:21])[CH2:5][C:6]1[CH:11]=[CH:10][CH:9]=[C:8]([NH:12][CH3:13])[N:7]=1)[CH3:2]. Given the reactants [CH2:1]([O:3][C:4](=[O:21])[CH2:5][C:6]1[CH:11]=[CH:10][CH:9]=[C:8]([NH:12][CH2:13]C(OC(C)(C)C)=O)[N:7]=1)[CH3:2].Cl.O1CCOCC1, predict the reaction product. (3) Given the reactants [O:1]=[C:2]1[CH2:7][CH2:6][CH2:5][N:4]([C:8]([O:10][C:11]([CH3:14])([CH3:13])[CH3:12])=[O:9])[CH2:3]1.Br[Mg][C:17]1[CH:22]=[CH:21][C:20]([Cl:23])=[C:19]([Cl:24])[CH:18]=1, predict the reaction product. The product is: [Cl:23][C:20]1[CH:21]=[C:22]([C:2]2([OH:1])[CH2:7][CH2:6][CH2:5][N:4]([C:8]([O:10][C:11]([CH3:14])([CH3:13])[CH3:12])=[O:9])[CH2:3]2)[CH:17]=[CH:18][C:19]=1[Cl:24]. (4) Given the reactants [C:1]([CH2:3][NH:4][C:5]([CH:7]1[CH:15]2[CH2:16][CH:9]3[CH:10]([CH:14]2I)[O:11][C:12](=[O:13])[CH:8]13)=[O:6])#[N:2].O1CCCC1.OP([O-])(O)=O.[K+], predict the reaction product. The product is: [C:1]([CH2:3][NH:4][C:5]([C@@H:7]1[C@@H:15]2[CH2:16][C@@H:9]([CH:10]=[CH:14]2)[C@H:8]1[C:12]([OH:13])=[O:11])=[O:6])#[N:2]. (5) Given the reactants [O:1]=[C:2]1[CH:6]=[C:5]([C@@H:7]2[CH2:12][CH2:11][N:10]([C:13]([O:15][CH3:16])=[O:14])[C@@H:9]([C:17]3[CH:22]=[CH:21][CH:20]=[CH:19][CH:18]=3)[CH2:8]2)[O:4][NH:3]1, predict the reaction product. The product is: [O:1]=[C:2]1[CH:6]=[C:5]([C@H:7]2[CH2:12][CH2:11][N:10]([C:13]([O:15][CH3:16])=[O:14])[C@H:9]([C:17]3[CH:22]=[CH:21][CH:20]=[CH:19][CH:18]=3)[CH2:8]2)[O:4][NH:3]1. (6) Given the reactants [Cl:1]N1C(=O)CCC1=O.OCCOCN1C=C(C=C)C(=O)NC1=O.[N-]=[N+]=[N-].[Na+].[OH:28][CH2:29][CH2:30][O:31][CH2:32][N:33]1[CH:40]=[C:39]([CH:41]([N:44]=[N+:45]=[N-:46])[CH2:42]Br)[C:37](=[O:38])[NH:36][C:34]1=[O:35], predict the reaction product. The product is: [OH:28][CH2:29][CH2:30][O:31][CH2:32][N:33]1[CH:40]=[C:39]([CH:41]([N:44]=[N+:45]=[N-:46])[CH2:42][Cl:1])[C:37](=[O:38])[NH:36][C:34]1=[O:35]. (7) The product is: [Cl:9][CH2:10][CH2:11][CH2:12][C:13]([CH3:20])([CH3:19])[C:14]([OH:16])=[O:15]. Given the reactants I[Si](C)(C)C.C(#N)C.[Cl:9][CH2:10][CH2:11][CH2:12][C:13]([CH3:20])([CH3:19])[C:14]([O:16]CC)=[O:15], predict the reaction product.